Dataset: Forward reaction prediction with 1.9M reactions from USPTO patents (1976-2016). Task: Predict the product of the given reaction. Given the reactants [CH3:1][C:2]1([CH3:15])[O:7][C:6]2[CH:8]=[CH:9][C:10]([C:12](=[O:14])[CH3:13])=[CH:11][C:5]=2[CH2:4][O:3]1.C[Si]([N-][Si](C)(C)C)(C)C.[Na+].C[Si](Cl)(C)C.[Br:31]Br, predict the reaction product. The product is: [Br:31][CH2:13][C:12]([C:10]1[CH:9]=[CH:8][C:6]2[O:7][C:2]([CH3:15])([CH3:1])[O:3][CH2:4][C:5]=2[CH:11]=1)=[O:14].